This data is from Catalyst prediction with 721,799 reactions and 888 catalyst types from USPTO. The task is: Predict which catalyst facilitates the given reaction. (1) Reactant: [F:1][C:2]([F:33])([F:32])[C:3]1[CH:8]=[CH:7][C:6]([C:9]2[C:13]3[CH:14]=[CH:15][C:16]([O:18][C:19]4[CH:20]=[C:21]([CH:29]=[CH:30][CH:31]=4)[O:22][CH:23]([CH2:27][CH3:28])[C:24]([OH:26])=[O:25])=[CH:17][C:12]=3[O:11][N:10]=2)=[CH:5][CH:4]=1.[B-](F)(F)(F)[F:35].[B-](F)(F)(F)F.C1[N+]2(CCl)CC[N+](F)(CC2)C1. Product: [F:35][C:20]1[C:19]([O:18][C:16]2[CH:15]=[CH:14][C:13]3[C:9]([C:6]4[CH:5]=[CH:4][C:3]([C:2]([F:1])([F:32])[F:33])=[CH:8][CH:7]=4)=[N:10][O:11][C:12]=3[CH:17]=2)=[CH:31][CH:30]=[CH:29][C:21]=1[O:22][CH:23]([CH2:27][CH3:28])[C:24]([OH:26])=[O:25]. The catalyst class is: 10. (2) The catalyst class is: 4. Reactant: [CH2:1]([O:5][C:6]([N:8]1[CH2:13][CH2:12][N:11]([C:14](=[O:30])[C@@H:15]([NH:22]C(OC(C)(C)C)=O)[CH2:16][C:17]2[N:18]=[N:19][NH:20][CH:21]=2)[CH2:10][CH2:9]1)=[O:7])[CH2:2][CH2:3][CH3:4].C(O)(C(F)(F)F)=O. Product: [CH2:1]([O:5][C:6]([N:8]1[CH2:9][CH2:10][N:11]([C:14](=[O:30])[C@@H:15]([NH2:22])[CH2:16][C:17]2[N:18]=[N:19][NH:20][CH:21]=2)[CH2:12][CH2:13]1)=[O:7])[CH2:2][CH2:3][CH3:4]. (3) Reactant: O[N:2]1[C:6](=[O:7])[C:5]2=[CH:8][CH:9]=[CH:10][CH:11]=[C:4]2[C:3]1=[O:12].C(N(CC)CC)C.C1CCN2C(=NCCC2)CC1. Product: [C:6]1(=[O:7])[NH:2][C:3](=[O:12])[C:4]2=[CH:11][CH:10]=[CH:9][CH:8]=[C:5]12. The catalyst class is: 3. (4) The catalyst class is: 5. Reactant: [OH:1][CH:2]([CH:23]=[CH2:24])[CH:3]([NH:9][C:10](=[O:22])[C:11]1[CH:16]=[CH:15][C:14]([F:17])=[CH:13][C:12]=1[C:18]([F:21])([F:20])[F:19])[C:4](OCC)=[O:5].[CH3:25][NH2:26]. Product: [OH:1][CH:2]([CH:23]=[CH2:24])[CH:3]([NH:9][C:10](=[O:22])[C:11]1[CH:16]=[CH:15][C:14]([F:17])=[CH:13][C:12]=1[C:18]([F:21])([F:20])[F:19])[C:4](=[O:5])[NH:26][CH3:25]. (5) Reactant: [NH2:1][CH2:2][CH2:3][CH2:4][N:5]1[CH2:10][CH2:9][CH2:8][CH2:7][CH2:6]1.[C:11]([O:15][C:16]([NH:18][C:19]1[CH:24]=[CH:23][CH:22]=[CH:21][C:20]=1[NH:25][C:26](=[O:46])[C:27]1[CH:32]=[CH:31][C:30]([C:33]2[C:34]3[S:45][CH:44]=[CH:43][C:35]=3[N:36]=[C:37](S(C)(=O)=O)[N:38]=2)=[CH:29][CH:28]=1)=[O:17])([CH3:14])([CH3:13])[CH3:12]. Product: [C:11]([O:15][C:16]([NH:18][C:19]1[CH:24]=[CH:23][CH:22]=[CH:21][C:20]=1[NH:25][C:26](=[O:46])[C:27]1[CH:32]=[CH:31][C:30]([C:33]2[C:34]3[S:45][CH:44]=[CH:43][C:35]=3[N:36]=[C:37]([NH:1][CH2:2][CH2:3][CH2:4][N:5]3[CH2:10][CH2:9][CH2:8][CH2:7][CH2:6]3)[N:38]=2)=[CH:29][CH:28]=1)=[O:17])([CH3:14])([CH3:12])[CH3:13]. The catalyst class is: 80. (6) Reactant: [Br:1][C:2]1[CH:10]=[C:9]2[C:5]([CH:6]=[N:7][NH:8]2)=[CH:4][CH:3]=1.C([O-])([O-])=O.[Cs+].[Cs+].[Cl:17][C:18]1[CH:23]=[C:22]([Cl:24])[CH:21]=[CH:20][C:19]=1[C@@H:25](Cl)[CH3:26]. Product: [Br:1][C:2]1[CH:10]=[C:9]2[C:5]([CH:6]=[N:7][N:8]2[C@@H:25]([C:19]2[CH:20]=[CH:21][C:22]([Cl:24])=[CH:23][C:18]=2[Cl:17])[CH3:26])=[CH:4][CH:3]=1. The catalyst class is: 435. (7) The catalyst class is: 5. Product: [NH:13]([C:15](=[O:20])[C:16]([NH:1][CH2:2][C:3]1[C:12]2[C:7](=[CH:8][CH:9]=[CH:10][CH:11]=2)[CH:6]=[CH:5][CH:4]=1)=[O:17])[NH2:14]. Reactant: [NH2:1][CH2:2][C:3]1[C:12]2[C:7](=[CH:8][CH:9]=[CH:10][CH:11]=2)[CH:6]=[CH:5][CH:4]=1.[NH:13]([C:15](=[O:20])[C:16](OC)=[O:17])[NH2:14]. (8) Reactant: [CH3:1][C:2]1[CH:7]=[C:6]([C:8]2[CH:13]=[CH:12][C:11]([NH2:14])=[CH:10][CH:9]=2)[CH:5]=[CH:4][N:3]=1.CCN(C(C)C)C(C)C.[Br:24][C:25]1[CH:30]=[CH:29][C:28]([CH:31]([N:33]=[C:34]=[O:35])[CH3:32])=[CH:27][CH:26]=1. Product: [Br:24][C:25]1[CH:26]=[CH:27][C:28]([CH:31]([NH:33][C:34]([NH:14][C:11]2[CH:12]=[CH:13][C:8]([C:6]3[CH:5]=[CH:4][N:3]=[C:2]([CH3:1])[CH:7]=3)=[CH:9][CH:10]=2)=[O:35])[CH3:32])=[CH:29][CH:30]=1. The catalyst class is: 525. (9) Reactant: [Cl:1][C:2]1[CH:3]=[C:4]([NH2:20])[CH:5]=[C:6]([Cl:19])[C:7]=1[CH2:8][C:9]1[CH:18]=[CH:17][C:16]2[C:11](=[CH:12][CH:13]=[CH:14][CH:15]=2)[N:10]=1.[Cl:21][C:22]1[CH:27]=[C:26]([C:28]([F:31])([F:30])[F:29])[CH:25]=[CH:24][C:23]=1[S:32](Cl)(=[O:34])=[O:33]. Product: [Cl:21][C:22]1[CH:27]=[C:26]([C:28]([F:30])([F:29])[F:31])[CH:25]=[CH:24][C:23]=1[S:32]([NH:20][C:4]1[CH:5]=[C:6]([Cl:19])[C:7]([CH2:8][C:9]2[CH:18]=[CH:17][C:16]3[C:11](=[CH:12][CH:13]=[CH:14][CH:15]=3)[N:10]=2)=[C:2]([Cl:1])[CH:3]=1)(=[O:34])=[O:33]. The catalyst class is: 17.